This data is from Catalyst prediction with 721,799 reactions and 888 catalyst types from USPTO. The task is: Predict which catalyst facilitates the given reaction. (1) Reactant: [CH2:1]([O:5][CH2:6][CH2:7][O:8][C:9]1[CH:14]=[CH:13][C:12]([C:15]2[CH:20]=[CH:19][C:18]([N:21]3[CH:25]=[CH:24][CH:23]=[N:22]3)=[C:17](/[CH:26]=[C:27](\[CH3:33])/[C:28]([O:30]CC)=[O:29])[CH:16]=2)=[CH:11][CH:10]=1)[CH2:2][CH2:3][CH3:4].[OH-].[Na+].Cl. Product: [CH2:1]([O:5][CH2:6][CH2:7][O:8][C:9]1[CH:10]=[CH:11][C:12]([C:15]2[CH:20]=[CH:19][C:18]([N:21]3[CH:25]=[CH:24][CH:23]=[N:22]3)=[C:17](/[CH:26]=[C:27](\[CH3:33])/[C:28]([OH:30])=[O:29])[CH:16]=2)=[CH:13][CH:14]=1)[CH2:2][CH2:3][CH3:4]. The catalyst class is: 353. (2) Reactant: [CH3:1][C:2]1[CH:30]=[CH:29][CH:28]=[CH:27][C:3]=1[C:4]([NH:6][C:7]1[C:16]2[CH2:15][CH2:14][CH2:13][CH2:12][C:11]=2[CH:10]=[C:9]([S:17](=[O:26])(=[O:25])[NH:18][CH:19]2[CH2:24][CH2:23][NH:22][CH2:21][CH2:20]2)[CH:8]=1)=[O:5].[C:31](Cl)(=[O:35])[CH:32]([CH3:34])[CH3:33].C(N(CC)CC)C. Product: [C:31]([N:22]1[CH2:21][CH2:20][CH:19]([NH:18][S:17]([C:9]2[CH:8]=[C:7]([NH:6][C:4](=[O:5])[C:3]3[CH:27]=[CH:28][CH:29]=[CH:30][C:2]=3[CH3:1])[C:16]3[CH2:15][CH2:14][CH2:13][CH2:12][C:11]=3[CH:10]=2)(=[O:26])=[O:25])[CH2:24][CH2:23]1)(=[O:35])[CH:32]([CH3:34])[CH3:33]. The catalyst class is: 1. (3) Reactant: [O:1]1[CH:5]=[CH:4][N:3]=[C:2]1[C:6]1[CH:7]=[C:8]([CH:12]=[CH:13][CH:14]=1)[C:9](Cl)=[O:10].[CH3:15][O:16][C:17](=[O:27])[C:18]1[CH:26]=[CH:25][CH:24]=[C:20]([C:21]([OH:23])=O)[CH:19]=1.ON1C2C=CC=CC=2N=N1.Cl.CN(C)CCCN=C=NCC.[CH3:50][O:51][CH:52]([O:55][CH3:56])[CH2:53][NH2:54]. Product: [O:1]1[CH:5]=[CH:4][N:3]=[C:2]1[C:6]1[CH:7]=[C:8]([C:9](=[O:10])[CH2:18][C:17]([OH:27])=[O:16])[CH:12]=[CH:13][CH:14]=1.[CH3:15][O:16][C:17](=[O:27])[C:18]1[CH:26]=[CH:25][CH:24]=[C:20]([C:21]([NH:54][CH2:53][CH:52]([O:55][CH3:56])[O:51][CH3:50])=[O:23])[CH:19]=1. The catalyst class is: 18. (4) Reactant: [F:1][C:2]1[CH:31]=[C:30]([F:32])[CH:29]=[CH:28][C:3]=1[O:4][C:5]1[CH:10]=[CH:9][C:8]([S:11]([CH3:14])(=[O:13])=[O:12])=[CH:7][C:6]=1[C:15]1[C:16]2[CH:25]=[C:24]([CH2:26][OH:27])[NH:23][C:17]=2[C:18](=[O:22])[N:19]([CH3:21])[CH:20]=1.CC(OI1(OC(C)=O)(OC(C)=O)OC(=O)C2C1=CC=CC=2)=O.S(=O)(O)[O-].[Na+]. Product: [F:1][C:2]1[CH:31]=[C:30]([F:32])[CH:29]=[CH:28][C:3]=1[O:4][C:5]1[CH:10]=[CH:9][C:8]([S:11]([CH3:14])(=[O:12])=[O:13])=[CH:7][C:6]=1[C:15]1[C:16]2[CH:25]=[C:24]([CH:26]=[O:27])[NH:23][C:17]=2[C:18](=[O:22])[N:19]([CH3:21])[CH:20]=1. The catalyst class is: 503. (5) Reactant: [C:1]([O:5][C:6]([NH:8][CH2:9][C@H:10]1[CH2:15][CH2:14][C@H:13]([C:16]([NH:18][C@H:19]([C:37](=[O:50])[NH:38][C:39]2[CH:44]=[CH:43][C:42]([C:45]3[N:46]=[N:47][NH:48][N:49]=3)=[CH:41][CH:40]=2)[CH2:20][C:21]2[CH:26]=[CH:25][C:24]([C:27]3[CH:32]=[CH:31][C:30]([C:33](O)=[O:34])=[CH:29][C:28]=3[CH3:36])=[CH:23][CH:22]=2)=[O:17])[CH2:12][CH2:11]1)=[O:7])([CH3:4])([CH3:3])[CH3:2].[NH2:51][CH:52]([CH3:55])[CH2:53][OH:54].C(N(CC)C(C)C)(C)C.F[P-](F)(F)(F)(F)F.CN(C(ON1C2=NC=CC=C2N=N1)=[N+](C)C)C. Product: [OH:54][CH2:53][CH:52]([NH:51][C:33]([C:30]1[CH:31]=[CH:32][C:27]([C:24]2[CH:23]=[CH:22][C:21]([CH2:20][C@H:19]([NH:18][C:16]([C@H:13]3[CH2:14][CH2:15][C@H:10]([CH2:9][NH:8][C:6](=[O:7])[O:5][C:1]([CH3:2])([CH3:3])[CH3:4])[CH2:11][CH2:12]3)=[O:17])[C:37](=[O:50])[NH:38][C:39]3[CH:44]=[CH:43][C:42]([C:45]4[NH:49][N:48]=[N:47][N:46]=4)=[CH:41][CH:40]=3)=[CH:26][CH:25]=2)=[C:28]([CH3:36])[CH:29]=1)=[O:34])[CH3:55]. The catalyst class is: 9.